Dataset: Forward reaction prediction with 1.9M reactions from USPTO patents (1976-2016). Task: Predict the product of the given reaction. (1) Given the reactants [N:1]1([C:6]([C:8]2[CH:13]=[CH:12][CH:11]=[CH:10][C:9]=2[S:14]([NH:17][C:18]2[CH:27]=[CH:26][C:25]3[C:20](=[CH:21][CH:22]=[CH:23][CH:24]=3)[C:19]=2[C:28]([O:30]C)=[O:29])(=[O:16])=[O:15])=[O:7])[CH2:5][CH2:4][CH2:3][CH2:2]1.O.O.[OH-].[Li+], predict the reaction product. The product is: [N:1]1([C:6]([C:8]2[CH:13]=[CH:12][CH:11]=[CH:10][C:9]=2[S:14]([NH:17][C:18]2[CH:27]=[CH:26][C:25]3[C:20](=[CH:21][CH:22]=[CH:23][CH:24]=3)[C:19]=2[C:28]([OH:30])=[O:29])(=[O:16])=[O:15])=[O:7])[CH2:5][CH2:4][CH2:3][CH2:2]1. (2) Given the reactants C(NC(C)C)(C)C.C([Li])CCC.[Cl:13][C:14]1[CH:19]=[C:18]([C:20]([F:23])([F:22])[F:21])[CH:17]=[CH:16][N:15]=1.Cl[C:25]([O:27][CH2:28][CH3:29])=[O:26].C(=O)([O-])O.[Na+], predict the reaction product. The product is: [Cl:13][C:14]1[N:15]=[CH:16][CH:17]=[C:18]([C:20]([F:21])([F:22])[F:23])[C:19]=1[C:25]([O:27][CH2:28][CH3:29])=[O:26]. (3) Given the reactants Cl[C:2]1[C:11]2=[N:12][N:13](CC3C=CC(OC)=CC=3)[C:14]([C:15]([F:18])([F:17])[F:16])=[C:10]2[C:9]2[CH:8]=[CH:7][CH:6]=[CH:5][C:4]=2[N:3]=1.[NH:28]1[C:36]2[C:31](=[CH:32][CH:33]=[C:34]([NH2:37])[CH:35]=2)[CH:30]=[N:29]1.Cl, predict the reaction product. The product is: [NH:28]1[C:36]2[C:31](=[CH:32][CH:33]=[C:34]([NH:37][C:2]3[C:11]4=[N:12][NH:13][C:14]([C:15]([F:17])([F:18])[F:16])=[C:10]4[C:9]4[CH:8]=[CH:7][CH:6]=[CH:5][C:4]=4[N:3]=3)[CH:35]=2)[CH:30]=[N:29]1.